This data is from Reaction yield outcomes from USPTO patents with 853,638 reactions. The task is: Predict the reaction yield, written as a fraction of the theoretical maximum amount of product (1.0 means a 100% yield; for example, 0.34 means a 34% yield). (1) The reactants are [CH2:1]1[C:6]2([CH2:11][CH2:10][CH2:9][CH2:8][CH2:7]2)[CH2:5][CH2:4][C:3](=O)[CH2:2]1.S([CH2:23][N+:24]#[C-])(C1C=CC(C)=CC=1)(=O)=O.CCO.CC([O-])(C)C.[K+]. The catalyst is COCCOC. The product is [CH2:1]1[C:6]2([CH2:11][CH2:10][CH2:9][CH2:8][CH2:7]2)[CH2:5][CH2:4][CH:3]([C:23]#[N:24])[CH2:2]1. The yield is 0.720. (2) The reactants are [CH3:1][O:2][C:3](=[O:17])[C:4]1[CH:9]=[CH:8][C:7]([C:10]2[O:11][C:12]([CH:15]=O)=[CH:13][CH:14]=2)=[CH:6][CH:5]=1.[S:18]1[CH2:22][C:21](=[O:23])[NH:20][C:19]1=[O:24]. The catalyst is C(O)C.N1CCCCC1. The product is [CH3:1][O:2][C:3](=[O:17])[C:4]1[CH:5]=[CH:6][C:7]([C:10]2[O:11][C:12]([CH:15]=[C:22]3[S:18][C:19](=[O:24])[NH:20][C:21]3=[O:23])=[CH:13][CH:14]=2)=[CH:8][CH:9]=1. The yield is 0.770. (3) The reactants are C(=O)([O-])[O-].[K+].[K+].[Br:7][C:8]1[CH:13]=[CH:12][C:11]([N+:14]([O-:16])=[O:15])=[C:10](F)[CH:9]=1.[F:18][C:19]1[CH:24]=[CH:23][C:22]([C:25](=[O:32])[CH2:26][C:27]([O:29][CH2:30][CH3:31])=[O:28])=[CH:21][CH:20]=1.Cl. The catalyst is CS(C)=O. The product is [Br:7][C:8]1[CH:13]=[CH:12][C:11]([N+:14]([O-:16])=[O:15])=[C:10]([C:26](=[C:25]([C:22]2[CH:23]=[CH:24][C:19]([F:18])=[CH:20][CH:21]=2)[OH:32])[C:27]([O:29][CH2:30][CH3:31])=[O:28])[CH:9]=1. The yield is 1.05.